Dataset: NCI-60 drug combinations with 297,098 pairs across 59 cell lines. Task: Regression. Given two drug SMILES strings and cell line genomic features, predict the synergy score measuring deviation from expected non-interaction effect. (1) Drug 1: CCC1=CC2CC(C3=C(CN(C2)C1)C4=CC=CC=C4N3)(C5=C(C=C6C(=C5)C78CCN9C7C(C=CC9)(C(C(C8N6C)(C(=O)OC)O)OC(=O)C)CC)OC)C(=O)OC.C(C(C(=O)O)O)(C(=O)O)O. Drug 2: CC1=CC2C(CCC3(C2CCC3(C(=O)C)OC(=O)C)C)C4(C1=CC(=O)CC4)C. Cell line: SF-295. Synergy scores: CSS=43.9, Synergy_ZIP=4.64, Synergy_Bliss=0.896, Synergy_Loewe=-57.4, Synergy_HSA=-1.31. (2) Drug 1: C1CCN(CC1)CCOC2=CC=C(C=C2)C(=O)C3=C(SC4=C3C=CC(=C4)O)C5=CC=C(C=C5)O. Drug 2: CS(=O)(=O)OCCCCOS(=O)(=O)C. Cell line: K-562. Synergy scores: CSS=4.58, Synergy_ZIP=-0.504, Synergy_Bliss=-2.84, Synergy_Loewe=-11.7, Synergy_HSA=-8.64. (3) Drug 1: CCN(CC)CCNC(=O)C1=C(NC(=C1C)C=C2C3=C(C=CC(=C3)F)NC2=O)C. Drug 2: C1CCC(C(C1)N)N.C(=O)(C(=O)[O-])[O-].[Pt+4]. Cell line: SNB-19. Synergy scores: CSS=26.5, Synergy_ZIP=-8.56, Synergy_Bliss=-1.95, Synergy_Loewe=-9.17, Synergy_HSA=-4.69.